This data is from Full USPTO retrosynthesis dataset with 1.9M reactions from patents (1976-2016). The task is: Predict the reactants needed to synthesize the given product. (1) Given the product [C:13]([O:12][C:10]([N:6]1[CH2:7][CH2:8][CH2:9][CH:5]1[CH:3]=[O:2])=[O:11])([CH3:16])([CH3:15])[CH3:14], predict the reactants needed to synthesize it. The reactants are: C[O:2][C:3]([CH:5]1[CH2:9][CH2:8][CH2:7][N:6]1[C:10]([O:12][C:13]([CH3:16])([CH3:15])[CH3:14])=[O:11])=O.CC(C[AlH]CC(C)C)C.CO.C(O)(=O)CC(CC(O)=O)(C(O)=O)O. (2) Given the product [CH:1]([N:14]1[CH2:17][C:16]([F:27])([C:18]#[N:19])[CH2:15]1)([C:8]1[CH:13]=[CH:12][CH:11]=[CH:10][CH:9]=1)[C:2]1[CH:7]=[CH:6][CH:5]=[CH:4][CH:3]=1, predict the reactants needed to synthesize it. The reactants are: [CH:1]([N:14]1[CH2:17][C:16](O)([C:18]#[N:19])[CH2:15]1)([C:8]1[CH:13]=[CH:12][CH:11]=[CH:10][CH:9]=1)[C:2]1[CH:7]=[CH:6][CH:5]=[CH:4][CH:3]=1.CCN(S(F)(F)[F:27])CC.C([O-])(O)=O.[Na+]. (3) Given the product [Cl:19][C:16]1[CH:15]=[CH:14][C:13]([N:9]2[C@@H:8]([C:20]3[CH:21]=[C:22]([F:27])[CH:23]=[C:24]([F:26])[CH:25]=3)[C@H:7]([CH2:6][N:37]3[N:38]=[N:39][C:35]([C:32]4[CH:31]=[N:30][C:29]([CH3:28])=[CH:34][CH:33]=4)=[N:36]3)[O:11][C:10]2=[O:12])=[CH:18][CH:17]=1, predict the reactants needed to synthesize it. The reactants are: CS(O[CH2:6][C@@H:7]1[O:11][C:10](=[O:12])[N:9]([C:13]2[CH:18]=[CH:17][C:16]([Cl:19])=[CH:15][CH:14]=2)[C@H:8]1[C:20]1[CH:25]=[C:24]([F:26])[CH:23]=[C:22]([F:27])[CH:21]=1)(=O)=O.[CH3:28][C:29]1[CH:34]=[CH:33][C:32]([C:35]2[N:36]=[N:37][NH:38][N:39]=2)=[CH:31][N:30]=1.C(=O)([O-])[O-].[K+].[K+]. (4) The reactants are: [CH3:1][S:2]([O:5][CH2:6][C@@H:7]([OH:15])[CH2:8][CH2:9][O:10][S:11]([CH3:14])(=[O:13])=[O:12])(=[O:4])=[O:3].[C:16]([Si:20](Cl)([C:27]1[CH:32]=[CH:31][CH:30]=[CH:29][CH:28]=1)[C:21]1[CH:26]=[CH:25][CH:24]=[CH:23][CH:22]=1)([CH3:19])([CH3:18])[CH3:17].N1C=CN=C1. Given the product [CH3:1][S:2]([O:5][CH2:6][C@@H:7]([O:15][Si:20]([C:16]([CH3:19])([CH3:18])[CH3:17])([C:27]1[CH:28]=[CH:29][CH:30]=[CH:31][CH:32]=1)[C:21]1[CH:26]=[CH:25][CH:24]=[CH:23][CH:22]=1)[CH2:8][CH2:9][O:10][S:11]([CH3:14])(=[O:12])=[O:13])(=[O:3])=[O:4], predict the reactants needed to synthesize it. (5) Given the product [CH2:12]([O:11][C:9]([N:4]1[CH2:5][C@H:6]([CH:7]=[CH2:8])[C@@H:2]([O:1][CH3:21])[CH2:3]1)=[O:10])[C:13]1[CH:14]=[CH:15][CH:16]=[CH:17][CH:18]=1, predict the reactants needed to synthesize it. The reactants are: [OH:1][C@@H:2]1[C@@H:6]([CH:7]=[CH2:8])[CH2:5][N:4]([C:9]([O:11][CH2:12][C:13]2[CH:18]=[CH:17][CH:16]=[CH:15][CH:14]=2)=[O:10])[CH2:3]1.[H-].[Na+].[CH3:21]I. (6) Given the product [O:19]=[C:9]1[CH2:8][CH2:7][C:6](=[O:20])[N:10]1[O:44][C:43](=[O:45])[CH2:42][CH2:41][CH2:40][CH2:39][CH2:38][CH2:37][CH2:36][CH2:35][CH2:34][CH2:33][CH2:32][CH2:31][CH2:30][CH2:29][CH2:28][CH2:27][C:26]([O:25][C:21]([CH3:24])([CH3:22])[CH3:23])=[O:46], predict the reactants needed to synthesize it. The reactants are: F[B-](F)(F)F.[C:6]1(=[O:20])[N:10](OC(N(C)C)=[N+](C)C)[C:9](=[O:19])[CH2:8][CH2:7]1.[C:21]([O:25][C:26](=[O:46])[CH2:27][CH2:28][CH2:29][CH2:30][CH2:31][CH2:32][CH2:33][CH2:34][CH2:35][CH2:36][CH2:37][CH2:38][CH2:39][CH2:40][CH2:41][CH2:42][C:43]([OH:45])=[O:44])([CH3:24])([CH3:23])[CH3:22].C(N(C(C)C)C(C)C)C. (7) Given the product [Cl:18][C:13]1[CH:14]=[CH:15][CH:16]=[CH:17][C:12]=1[CH2:11][NH:10][CH2:9][CH2:8][NH2:7], predict the reactants needed to synthesize it. The reactants are: C(OC(=O)[NH:7][CH2:8][CH2:9][NH:10][CH2:11][C:12]1[CH:17]=[CH:16][CH:15]=[CH:14][C:13]=1[Cl:18])(C)(C)C.C1(OC)C=CC=CC=1.FC(F)(F)C(O)=O. (8) Given the product [Cl:7][C:8]1[CH:13]=[C:12]([Cl:14])[C:11]([O:15][CH3:16])=[CH:10][C:9]=1[NH:17][C:18]1[C:23]([C:24]#[N:25])=[CH:22][N:21]=[C:20]2[CH:26]=[C:27]([C:29]3[CH:34]=[CH:33][C:32]([CH2:35][N:1]4[CH2:6][CH2:5][O:4][CH2:3][CH2:2]4)=[CH:31][CH:30]=3)[S:28][C:19]=12, predict the reactants needed to synthesize it. The reactants are: [NH:1]1[CH2:6][CH2:5][O:4][CH2:3][CH2:2]1.[Cl:7][C:8]1[CH:13]=[C:12]([Cl:14])[C:11]([O:15][CH3:16])=[CH:10][C:9]=1[NH:17][C:18]1[C:23]([C:24]#[N:25])=[CH:22][N:21]=[C:20]2[CH:26]=[C:27]([C:29]3[CH:34]=[CH:33][C:32]([CH:35]=O)=[CH:31][CH:30]=3)[S:28][C:19]=12.C(O[BH-](OC(=O)C)OC(=O)C)(=O)C.[Na+].C(O)(=O)C. (9) Given the product [NH:26]1[C:30]2[CH:31]=[C:32]([N:35]3[CH:39]([C:40]4[CH:41]=[CH:42][C:43]([C:46]5[CH:51]=[CH:50][CH:49]=[CH:48][CH:47]=5)=[CH:44][CH:45]=4)[C:38]([CH3:52])=[C:37]([O:53][CH3:3])[C:36]3=[O:54])[CH:33]=[CH:34][C:29]=2[N:28]=[CH:27]1, predict the reactants needed to synthesize it. The reactants are: [OH-].[K+].[CH3:3]C1C=CC(S(N(N=O)C)(=O)=O)=CC=1.C(O)CO.CCOCC.[NH:26]1[C:30]2[CH:31]=[C:32]([N:35]3[CH:39]([C:40]4[CH:45]=[CH:44][C:43]([C:46]5[CH:51]=[CH:50][CH:49]=[CH:48][CH:47]=5)=[CH:42][CH:41]=4)[C:38]([CH3:52])=[C:37]([OH:53])[C:36]3=[O:54])[CH:33]=[CH:34][C:29]=2[N:28]=[CH:27]1. (10) Given the product [Cl:11][S:12]([C:4]1[CH:5]=[CH:6][C:1]([CH3:10])=[C:2]([CH:3]=1)[C:7]([OH:9])=[O:8])(=[O:14])=[O:13], predict the reactants needed to synthesize it. The reactants are: [C:1]1([CH3:10])[C:2]([C:7]([OH:9])=[O:8])=[CH:3][CH:4]=[CH:5][CH:6]=1.[Cl:11][S:12](O)(=[O:14])=[O:13].